This data is from NCI-60 drug combinations with 297,098 pairs across 59 cell lines. The task is: Regression. Given two drug SMILES strings and cell line genomic features, predict the synergy score measuring deviation from expected non-interaction effect. (1) Drug 1: C#CCC(CC1=CN=C2C(=N1)C(=NC(=N2)N)N)C3=CC=C(C=C3)C(=O)NC(CCC(=O)O)C(=O)O. Drug 2: C1C(C(OC1N2C=NC3=C2NC=NCC3O)CO)O. Cell line: HS 578T. Synergy scores: CSS=-4.24, Synergy_ZIP=2.18, Synergy_Bliss=1.97, Synergy_Loewe=-4.31, Synergy_HSA=-3.26. (2) Drug 2: CC1=C(C(=O)C2=C(C1=O)N3CC4C(C3(C2COC(=O)N)OC)N4)N. Cell line: CAKI-1. Drug 1: CN(C)N=NC1=C(NC=N1)C(=O)N. Synergy scores: CSS=36.8, Synergy_ZIP=2.68, Synergy_Bliss=4.58, Synergy_Loewe=5.94, Synergy_HSA=6.87.